This data is from Catalyst prediction with 721,799 reactions and 888 catalyst types from USPTO. The task is: Predict which catalyst facilitates the given reaction. (1) Reactant: [O:1]1[CH:5]=[CH:4][CH:3]=[C:2]1[C:6](=O)[CH2:7][C:8](=O)[C:9]([O:11][CH2:12][CH3:13])=[O:10].[Sn](Cl)(Cl)(Cl)Cl.[F:21][C:22]1[CH:27]=[CH:26][C:25]([NH:28][NH2:29])=[CH:24][C:23]=1[C:30]#[N:31]. Product: [C:30]([C:23]1[CH:24]=[C:25]([N:28]2[C:6]([C:2]3[O:1][CH:5]=[CH:4][CH:3]=3)=[CH:7][C:8]([C:9]([O:11][CH2:12][CH3:13])=[O:10])=[N:29]2)[CH:26]=[CH:27][C:22]=1[F:21])#[N:31]. The catalyst class is: 15. (2) Reactant: [CH3:1][N:2]1[CH:6]=[CH:5][C:4]([NH:7][C:8](=[O:31])[C:9]2[CH:14]=[C:13]([O:15]CC3C=CC=CC=3)[CH:12]=[C:11]([O:23][CH2:24][C:25]3[CH:30]=[CH:29][CH:28]=[CH:27][CH:26]=3)[CH:10]=2)=[N:3]1.C([O-])=O.[NH4+]. Product: [OH:15][C:13]1[CH:14]=[C:9]([CH:10]=[C:11]([O:23][CH2:24][C:25]2[CH:30]=[CH:29][CH:28]=[CH:27][CH:26]=2)[CH:12]=1)[C:8]([NH:7][C:4]1[CH:5]=[CH:6][N:2]([CH3:1])[N:3]=1)=[O:31]. The catalyst class is: 29. (3) Reactant: [Cl:1][CH2:2][CH2:3][O:4][C:5]1[CH:10]=[C:9]([F:11])[CH:8]=[C:7]([CH2:12][S:13]([C:16]2[C:25]3[C:20](=[CH:21][CH:22]=[CH:23][CH:24]=3)[CH:19]=[CH:18][CH:17]=2)(=[O:15])=[O:14])[C:6]=1[NH2:26].Cl.[N:28]([O-])=O.[Na+].C(=O)(O)[O-].[Na+]. Product: [Cl:1][CH2:2][CH2:3][O:4][C:5]1[CH:10]=[C:9]([F:11])[CH:8]=[C:7]2[C:6]=1[NH:26][N:28]=[C:12]2[S:13]([C:16]1[C:25]2[C:20](=[CH:21][CH:22]=[CH:23][CH:24]=2)[CH:19]=[CH:18][CH:17]=1)(=[O:14])=[O:15]. The catalyst class is: 20. (4) Reactant: [CH:1](O)=O.[C:4](=[O:11])([O:6][C:7]([CH3:10])([CH3:9])[CH3:8])[NH2:5].[Br:12][C:13]1[CH:20]=[C:19]([C:21]#[N:22])[CH:18]=[CH:17][C:14]=1C=O.[C:23]1([S:29]([O-:31])=[O:30])[CH:28]=[CH:27][CH:26]=[CH:25][CH:24]=1.[Na+]. Product: [Br:12][C:13]1[CH:20]=[C:19]([C:21]#[N:22])[CH:18]=[CH:17][C:14]=1[N:5]([CH2:1][S:29]([C:23]1[CH:28]=[CH:27][CH:26]=[CH:25][CH:24]=1)(=[O:31])=[O:30])[C:4](=[O:11])[O:6][C:7]([CH3:10])([CH3:9])[CH3:8]. The catalyst class is: 30. (5) Reactant: [Br:1][C:2]1[S:6][C:5]([CH:7]([OH:19])[C@H:8]2[CH2:13][CH2:12][C@H:11]([C:14]([O:16][CH2:17][CH3:18])=[O:15])[CH2:10][CH2:9]2)=[N:4][CH:3]=1.CC(OI1(OC(C)=O)(OC(C)=O)OC(=O)C2C=CC=CC1=2)=O.C([O-])(O)=O.[Na+].S([O-])([O-])=O.[Na+].[Na+]. Product: [Br:1][C:2]1[S:6][C:5]([C:7]([C@H:8]2[CH2:9][CH2:10][C@H:11]([C:14]([O:16][CH2:17][CH3:18])=[O:15])[CH2:12][CH2:13]2)=[O:19])=[N:4][CH:3]=1. The catalyst class is: 2. (6) Reactant: [NH2:1][C:2]1([C:7]([OH:9])=[O:8])[CH2:6][CH2:5][O:4][CH2:3]1.[Br:10][C:11]1[S:15][C:14]([C:16](O)=[O:17])=[CH:13][CH:12]=1.S(Cl)(Cl)=O.C(N(CC)CC)C. Product: [Br:10][C:11]1[S:15][C:14]([C:16]([NH:1][C:2]2([C:7]([OH:9])=[O:8])[CH2:6][CH2:5][O:4][CH2:3]2)=[O:17])=[CH:13][CH:12]=1. The catalyst class is: 4. (7) Reactant: [Cl:1][C:2]1[CH:10]=[C:9]([Cl:11])[CH:8]=[C:7]([F:12])[C:3]=1[C:4]([NH2:6])=O.CCN(CC)CC.C(OC(C(F)(F)F)=O)(C(F)(F)F)=O.O. Product: [Cl:1][C:2]1[CH:10]=[C:9]([Cl:11])[CH:8]=[C:7]([F:12])[C:3]=1[C:4]#[N:6]. The catalyst class is: 2. (8) Reactant: [CH3:1][C:2]1[CH:7]=[CH:6][C:5]([NH:8][C:9]2[N:14]=[CH:13][CH:12]=[CH:11][N:10]=2)=[CH:4][C:3]=1[OH:15].C([O-])([O-])=O.[Cs+].[Cs+].Br[CH2:23][CH:24]=[C:25]([CH3:27])[CH3:26]. Product: [CH3:1][C:2]1[CH:7]=[CH:6][C:5]([NH:8][C:9]2[N:10]=[CH:11][CH:12]=[CH:13][N:14]=2)=[CH:4][C:3]=1[O:15][CH2:23][CH:24]=[C:25]([CH3:27])[CH3:26]. The catalyst class is: 21.